This data is from Reaction yield outcomes from USPTO patents with 853,638 reactions. The task is: Predict the reaction yield, written as a fraction of the theoretical maximum amount of product (1.0 means a 100% yield; for example, 0.34 means a 34% yield). The reactants are [CH2:1]([O:8][C:9]1[CH:14]=[CH:13][C:12]([CH2:15][C@H:16]([NH:20][C:21]([O:23][C:24]([CH3:27])([CH3:26])[CH3:25])=[O:22])[C:17](O)=[O:18])=[CH:11][CH:10]=1)[C:2]1[CH:7]=[CH:6][CH:5]=[CH:4][CH:3]=1.O.O[N:30]1C2C=CC=CC=2N=N1.Cl.C(N=C=NCCCN(C)C)C.N. The catalyst is CN(C)C=O.O. The yield is 0.310. The product is [CH2:1]([O:8][C:9]1[CH:14]=[CH:13][C:12]([CH2:15][C@H:16]([NH:20][C:21](=[O:22])[O:23][C:24]([CH3:27])([CH3:26])[CH3:25])[C:17](=[O:18])[NH2:30])=[CH:11][CH:10]=1)[C:2]1[CH:7]=[CH:6][CH:5]=[CH:4][CH:3]=1.